This data is from Full USPTO retrosynthesis dataset with 1.9M reactions from patents (1976-2016). The task is: Predict the reactants needed to synthesize the given product. (1) Given the product [Br:21][C:22]1[C:23]([NH:2][CH2:1][CH2:3][CH2:4][CH2:5][N:6]([S:17]([CH3:20])(=[O:19])=[O:18])[C:7]2[CH:8]=[C:9]([NH:13][C:14](=[O:16])[CH3:15])[CH:10]=[CH:11][CH:12]=2)=[N:24][C:25]([Cl:28])=[N:26][CH:27]=1, predict the reactants needed to synthesize it. The reactants are: [C:1]([CH2:3][CH2:4][CH2:5][N:6]([S:17]([CH3:20])(=[O:19])=[O:18])[C:7]1[CH:8]=[C:9]([NH:13][C:14](=[O:16])[CH3:15])[CH:10]=[CH:11][CH:12]=1)#[N:2].[Br:21][C:22]1[C:23](Cl)=[N:24][C:25]([Cl:28])=[N:26][CH:27]=1.C(N(CC)CC)C. (2) Given the product [CH:13]1([C:18]([C:24]2[S:25][C:26]([Si:29]([CH3:30])([CH3:32])[CH3:31])=[CH:27][CH:28]=2)([CH3:1])[C:19]([O:21][CH2:22][CH3:23])=[O:20])[CH2:17][CH2:16][CH2:15][CH2:14]1, predict the reactants needed to synthesize it. The reactants are: [CH2:1]([Li])CCC.C(NC(C)C)(C)C.[CH:13]1([CH:18]([C:24]2[S:25][C:26]([Si:29]([CH3:32])([CH3:31])[CH3:30])=[CH:27][CH:28]=2)[C:19]([O:21][CH2:22][CH3:23])=[O:20])[CH2:17][CH2:16][CH2:15][CH2:14]1.IC. (3) Given the product [CH2:1]([S:3]([NH:6][C@@H:7]([C:15]([N:17]1[CH2:31][CH2:30][CH2:29][C@H:18]1[C:19]([OH:21])=[O:20])=[O:16])[CH2:8][C:9]1[CH:14]=[CH:13][CH:12]=[CH:11][CH:10]=1)(=[O:5])=[O:4])[CH3:2], predict the reactants needed to synthesize it. The reactants are: [CH2:1]([S:3]([NH:6][C@@H:7]([C:15]([N:17]1[CH2:31][CH2:30][CH2:29][C@H:18]1[C:19]([O:21]CC1C=CC=CC=1)=[O:20])=[O:16])[CH2:8][C:9]1[CH:14]=[CH:13][CH:12]=[CH:11][CH:10]=1)(=[O:5])=[O:4])[CH3:2]. (4) The reactants are: C(=O)([O-])O[CH2:3][CH:4]=[CH:5][C:6]1[CH:11]=[CH:10][CH:9]=[CH:8][CH:7]=1.[F:14][C:15]([F:24])([F:23])[C:16]1[CH:22]=[CH:21][C:19]([NH2:20])=[CH:18][CH:17]=1. Given the product [C:4]([CH:5]([C:6]1[CH:11]=[CH:10][CH:9]=[CH:8][CH:7]=1)[NH:20][C:19]1[CH:21]=[CH:22][C:16]([C:15]([F:14])([F:23])[F:24])=[CH:17][CH:18]=1)#[CH:3], predict the reactants needed to synthesize it. (5) Given the product [F:37][C:38]([F:57])([F:56])[S:39]([O:1][C:2]1[C:7]2[C:8]([C:29]3[CH:30]=[CH:31][CH:32]=[CH:33][CH:34]=3)=[C:9]([C:11]3[CH:12]=[CH:13][C:14]([C:17]4([NH:21][C:22]([O:23][C:24]([CH3:26])([CH3:27])[CH3:25])=[O:28])[CH2:20][CH2:19][CH2:18]4)=[CH:15][CH:16]=3)[O:10][C:6]=2[CH:5]=[CH:4][N:3]=1)(=[O:41])=[O:40], predict the reactants needed to synthesize it. The reactants are: [O:1]=[C:2]1[C:7]2[C:8]([C:29]3[CH:34]=[CH:33][CH:32]=[CH:31][CH:30]=3)=[C:9]([C:11]3[CH:16]=[CH:15][C:14]([C:17]4([NH:21][C:22](=[O:28])[O:23][C:24]([CH3:27])([CH3:26])[CH3:25])[CH2:20][CH2:19][CH2:18]4)=[CH:13][CH:12]=3)[O:10][C:6]=2[CH:5]=[CH:4][NH:3]1.[H-].[Na+].[F:37][C:38]([F:57])([F:56])[S:39](N(C1C=CC=CC=1)[S:39]([C:38]([F:57])([F:56])[F:37])(=[O:41])=[O:40])(=[O:41])=[O:40].